This data is from Catalyst prediction with 721,799 reactions and 888 catalyst types from USPTO. The task is: Predict which catalyst facilitates the given reaction. (1) Reactant: [NH2:1][C:2]1[N:10]=[C:9]([O:11][CH2:12][CH2:13][CH2:14][CH3:15])[N:8]=[C:7]2[C:3]=1[NH:4][C:5](=[O:42])[N:6]2[CH2:16][CH2:17][CH2:18][N:19]([CH2:30][C:31]1[CH:36]=[CH:35][CH:34]=[C:33]([CH2:37][C:38]([O:40][CH3:41])=[O:39])[CH:32]=1)[C:20](=[O:29])[CH2:21]C(OC(C)(C)C)=O.C(O)(C(F)(F)F)=O. Product: [CH3:41][O:40][C:38](=[O:39])[CH2:37][C:33]1[CH:34]=[CH:35][CH:36]=[C:31]([CH2:30][N:19]([C:20](=[O:29])[CH3:21])[CH2:18][CH2:17][CH2:16][N:6]2[C:5](=[O:42])[NH:4][C:3]3[C:7]2=[N:8][C:9]([O:11][CH2:12][CH2:13][CH2:14][CH3:15])=[N:10][C:2]=3[NH2:1])[CH:32]=1. The catalyst class is: 2. (2) The catalyst class is: 863. Product: [C:25]([OH:32])(=[O:31])/[CH:26]=[CH:27]\[C:28]([OH:30])=[O:29].[C:25]([OH:32])(=[O:31])/[CH:26]=[CH:27]\[C:28]([OH:30])=[O:29].[CH:1]([N:4]1[CH2:9][CH2:8][N:7]([C:10]([C:12]2[CH:17]=[CH:16][C:15]([CH2:18][N:19]3[CH2:24][CH2:23][CH2:22][CH2:21][CH2:20]3)=[CH:14][CH:13]=2)=[O:11])[CH2:6][CH2:5]1)([CH3:3])[CH3:2]. Reactant: [CH:1]([N:4]1[CH2:9][CH2:8][N:7]([C:10]([C:12]2[CH:17]=[CH:16][C:15]([CH2:18][N:19]3[CH2:24][CH2:23][CH2:22][CH2:21][CH2:20]3)=[CH:14][CH:13]=2)=[O:11])[CH2:6][CH2:5]1)([CH3:3])[CH3:2].[C:25]([OH:32])(=[O:31])/[CH:26]=[CH:27]\[C:28]([OH:30])=[O:29]. (3) Reactant: [CH:1]1([N:4]2[CH:8]=[C:7]([O:9][C:10]3[CH:15]=[CH:14][N:13]=[C:12]([NH:16][C:17]4[CH:22]=[CH:21][N:20]=[C:19]([C:23]([OH:26])([CH3:25])[CH3:24])[CH:18]=4)[CH:11]=3)[C:6]([CH:27]3[CH2:32][CH2:31][O:30][CH2:29][CH2:28]3)=[N:5]2)[CH2:3][CH2:2]1.O.[C:34]1([CH3:44])[CH:39]=[CH:38][C:37]([S:40]([OH:43])(=[O:42])=[O:41])=[CH:36][CH:35]=1. Product: [CH:1]1([N:4]2[CH:8]=[C:7]([O:9][C:10]3[CH:15]=[CH:14][N:13]=[C:12]([NH:16][C:17]4[CH:22]=[CH:21][N:20]=[C:19]([C:23]([OH:26])([CH3:25])[CH3:24])[CH:18]=4)[CH:11]=3)[C:6]([CH:27]3[CH2:28][CH2:29][O:30][CH2:31][CH2:32]3)=[N:5]2)[CH2:3][CH2:2]1.[CH3:44][C:34]1[CH:35]=[CH:36][C:37]([S:40]([O-:43])(=[O:42])=[O:41])=[CH:38][CH:39]=1. The catalyst class is: 25. (4) Reactant: [NH2:1][C@@H:2]1[C:11]2[C:6](=[CH:7][CH:8]=[CH:9][CH:10]=2)[C@H:5]([OH:12])[CH2:4][CH2:3]1.[H-].[Na+].F[C:16]1[CH:17]=[CH:18][C:19]2[N:20]([C:22]([N:25]3[CH2:30][CH2:29][C:28]([CH3:42])([O:31][Si:32]([CH:39]([CH3:41])[CH3:40])([CH:36]([CH3:38])[CH3:37])[CH:33]([CH3:35])[CH3:34])[CH2:27][CH2:26]3)=[N:23][N:24]=2)[CH:21]=1. Product: [CH3:42][C:28]1([O:31][Si:32]([CH:33]([CH3:35])[CH3:34])([CH:39]([CH3:41])[CH3:40])[CH:36]([CH3:38])[CH3:37])[CH2:29][CH2:30][N:25]([C:22]2[N:20]3[CH:21]=[C:16]([O:12][C@H:5]4[C:6]5[C:11](=[CH:10][CH:9]=[CH:8][CH:7]=5)[C@@H:2]([NH2:1])[CH2:3][CH2:4]4)[CH:17]=[CH:18][C:19]3=[N:24][N:23]=2)[CH2:26][CH2:27]1. The catalyst class is: 31. (5) Reactant: [NH2:1][C:2]1[C:7](C)=[CH:6][C:5]([C:9]2[CH2:14][CH2:13][N:12](C(OC(C)(C)C)=O)[CH2:11][CH:10]=2)=[CH:4][C:3]=1[N+:22]([O-:24])=[O:23].F[C:26](F)(F)C(O)=O. Product: [CH3:26][C:6]1[C:5]([C:9]2[CH2:14][CH2:13][NH:12][CH2:11][CH:10]=2)=[CH:4][C:3]([N+:22]([O-:24])=[O:23])=[C:2]([NH2:1])[CH:7]=1. The catalyst class is: 26.